This data is from Forward reaction prediction with 1.9M reactions from USPTO patents (1976-2016). The task is: Predict the product of the given reaction. (1) Given the reactants Br[C:2]1[CH:3]=[C:4]2[C:9](=[CH:10][CH:11]=1)[N:8]=[C:7]([Cl:12])[N:6]=[C:5]2[NH:13][CH2:14][C:15]1[CH:20]=[CH:19][CH:18]=[C:17]([C:21]([F:24])([F:23])[F:22])[CH:16]=1.[Li+].C[Si]([N-][Si](C)(C)C)(C)C.[Li]CCCC.[Cl:40][C:41]1[CH:46]=[CH:45][C:44]([C:47]([C:49]2[CH:54]=[CH:53][C:52]([Cl:55])=[CH:51][CH:50]=2)=[O:48])=[CH:43][CH:42]=1, predict the reaction product. The product is: [Cl:12][C:7]1[N:6]=[C:5]([NH:13][CH2:14][C:15]2[CH:20]=[CH:19][CH:18]=[C:17]([C:21]([F:24])([F:23])[F:22])[CH:16]=2)[C:4]2[C:9](=[CH:10][CH:11]=[C:2]([C:47]([C:44]3[CH:45]=[CH:46][C:41]([Cl:40])=[CH:42][CH:43]=3)([C:49]3[CH:50]=[CH:51][C:52]([Cl:55])=[CH:53][CH:54]=3)[OH:48])[CH:3]=2)[N:8]=1. (2) Given the reactants [CH3:1][O:2][CH2:3][CH2:4][O:5][CH2:6][CH2:7][O:8][C:9]1[CH:14]=[CH:13][C:12]([S:15][C:16]2[CH:21]=[CH:20][C:19]([O:22][CH2:23][CH2:24][O:25][CH2:26][CH2:27][O:28][CH3:29])=[CH:18][CH:17]=2)=[CH:11][CH:10]=1.[OH:30]O.O.C1(C)C=CC=CC=1, predict the reaction product. The product is: [CH3:29][O:28][CH2:27][CH2:26][O:25][CH2:24][CH2:23][O:22][C:19]1[CH:20]=[CH:21][C:16]([S:15]([C:12]2[CH:13]=[CH:14][C:9]([O:8][CH2:7][CH2:6][O:5][CH2:4][CH2:3][O:2][CH3:1])=[CH:10][CH:11]=2)=[O:30])=[CH:17][CH:18]=1. (3) Given the reactants C(CC[N:5]1[C:9]([CH2:10][O:11][C:12]([CH2:19][CH3:20])([CH2:17][CH3:18])[C:13]([O:15][CH3:16])=[O:14])=[N:8][N:7]=[N:6]1)#N.N12CCCN=C1CCCCC2, predict the reaction product. The product is: [CH2:17]([C:12]([O:11][CH2:10][C:9]1[NH:8][N:7]=[N:6][N:5]=1)([CH2:19][CH3:20])[C:13]([O:15][CH3:16])=[O:14])[CH3:18]. (4) The product is: [C:30]([O:29][C:27]([NH:22][CH2:23][C:24]([NH:2][CH:3]1[CH2:7][CH2:6][CH:5]([C:8]([O:10][CH3:11])=[O:9])[CH2:4]1)=[O:25])=[O:28])([CH3:33])([CH3:32])[CH3:31]. Given the reactants Cl.[NH2:2][CH:3]1[CH2:7][CH2:6][CH:5]([C:8]([O:10][CH3:11])=[O:9])[CH2:4]1.C1C=CC2N(O)N=NC=2C=1.[NH:22]([C:27]([O:29][C:30]([CH3:33])([CH3:32])[CH3:31])=[O:28])[CH2:23][C:24](O)=[O:25].C(Cl)CCl, predict the reaction product. (5) Given the reactants Br[C:2]1[CH:7]=[C:6]([N:8]2[CH2:12][CH2:11][C@:10]([CH:15]3[CH2:17][CH2:16]3)([C:13]#[N:14])[C:9]2=[O:18])[CH:5]=[CH:4][N:3]=1.[NH2:19][C:20]1[N:25]=[CH:24][C:23]([N:26]2[CH2:31][CH2:30][CH2:29][C@H:28]([OH:32])[CH2:27]2)=[CH:22][CH:21]=1.C(=O)([O-])[O-].[K+].[K+].C1(P(C2CCCCC2)C2C(OC)=CC=C(OC)C=2C2C(C(C)C)=CC(C(C)C)=CC=2C(C)C)CCCCC1.C(=O)([O-])O.[Na+], predict the reaction product. The product is: [CH:15]1([C@:10]2([C:13]#[N:14])[CH2:11][CH2:12][N:8]([C:6]3[CH:5]=[CH:4][N:3]=[C:2]([NH:19][C:20]4[CH:21]=[CH:22][C:23]([N:26]5[CH2:31][CH2:30][CH2:29][C@H:28]([OH:32])[CH2:27]5)=[CH:24][N:25]=4)[CH:7]=3)[C:9]2=[O:18])[CH2:17][CH2:16]1. (6) Given the reactants [Cl:1][C:2]1[CH:3]=[CH:4][C:5]2[O:9][C:8](B(O)O)=[CH:7][C:6]=2[CH:13]=1.Cl[C:15]1[C:24]([N:25]([CH:27]([CH3:29])[CH3:28])[CH3:26])=[N:23][C:22]2[C:17](=[CH:18][CH:19]=[C:20]([C:30]([O:32][CH2:33]C)=[O:31])[CH:21]=2)[N:16]=1.[O-]P([O-])([O-])=O.[K+].[K+].[K+].C(OCC)(=O)C, predict the reaction product. The product is: [Cl:1][C:2]1[CH:3]=[CH:4][C:5]2[O:9][C:8]([C:15]3[C:24]([N:25]([CH:27]([CH3:29])[CH3:28])[CH3:26])=[N:23][C:22]4[C:17](=[CH:18][CH:19]=[C:20]([C:30]([O:32][CH3:33])=[O:31])[CH:21]=4)[N:16]=3)=[CH:7][C:6]=2[CH:13]=1. (7) Given the reactants C([N:8]1[C:12]2=[C:13]([NH:28][S:29]([CH:32]3[CH2:34][CH2:33]3)(=[O:31])=[O:30])[C:14]([NH:19][C:20]3[CH:25]=[CH:24][C:23]([Br:26])=[CH:22][C:21]=3[F:27])=[C:15]([CH3:18])[C:16](=[O:17])[N:11]2[CH2:10][CH2:9]1)C1C=CC=CC=1.C(OC(=O)C)C, predict the reaction product. The product is: [Br:26][C:23]1[CH:24]=[CH:25][C:20]([NH:19][C:14]2[C:13]([NH:28][S:29]([CH:32]3[CH2:34][CH2:33]3)(=[O:31])=[O:30])=[C:12]3[NH:8][CH2:9][CH2:10][N:11]3[C:16](=[O:17])[C:15]=2[CH3:18])=[C:21]([F:27])[CH:22]=1.